This data is from Forward reaction prediction with 1.9M reactions from USPTO patents (1976-2016). The task is: Predict the product of the given reaction. (1) Given the reactants Cl[C:2]1[N:7]=[N:6][C:5]([C:8]([NH:10][CH2:11][CH2:12][CH:13]2[CH2:15][CH2:14]2)=[O:9])=[CH:4][CH:3]=1.[F:16][C:17]1[CH:29]=[CH:28][C:20]([O:21][CH:22]2[CH2:27][CH2:26][NH:25][CH2:24][CH2:23]2)=[CH:19][CH:18]=1, predict the reaction product. The product is: [CH:13]1([CH2:12][CH2:11][NH:10][C:8]([C:5]2[N:6]=[N:7][C:2]([N:25]3[CH2:24][CH2:23][CH:22]([O:21][C:20]4[CH:28]=[CH:29][C:17]([F:16])=[CH:18][CH:19]=4)[CH2:27][CH2:26]3)=[CH:3][CH:4]=2)=[O:9])[CH2:15][CH2:14]1. (2) Given the reactants O[CH2:2][C:3]1[CH:28]=[CH:27][C:6]([O:7][CH2:8][C:9]2[N:10]=[C:11]([C:15]3[CH:20]=[CH:19][C:18]([CH2:21][C:22]([O:24][CH2:25][CH3:26])=[O:23])=[CH:17][CH:16]=3)[O:12][C:13]=2[CH3:14])=[C:5]([O:29][CH3:30])[CH:4]=1.S(Cl)([Cl:33])=O.C(=O)([O-])O.[Na+], predict the reaction product. The product is: [Cl:33][CH2:2][C:3]1[CH:28]=[CH:27][C:6]([O:7][CH2:8][C:9]2[N:10]=[C:11]([C:15]3[CH:20]=[CH:19][C:18]([CH2:21][C:22]([O:24][CH2:25][CH3:26])=[O:23])=[CH:17][CH:16]=3)[O:12][C:13]=2[CH3:14])=[C:5]([O:29][CH3:30])[CH:4]=1. (3) Given the reactants [H-].[Na+].[C:3]([CH2:5][C:6]([O:8][CH3:9])=[O:7])#[N:4].[H][H].Cl[C:13]1[C:18]([Cl:19])=[CH:17][C:16]([C:20]([F:23])([F:22])[F:21])=[CH:15][N:14]=1.Cl, predict the reaction product. The product is: [CH3:9][O:8][C:6](=[O:7])[CH:5]([C:13]1[C:18]([Cl:19])=[CH:17][C:16]([C:20]([F:23])([F:21])[F:22])=[CH:15][N:14]=1)[C:3]#[N:4]. (4) Given the reactants Cl[CH2:2][C:3]1[N:4]([C:20]2[CH:25]=[CH:24][C:23]([N+:26]([O-:28])=[O:27])=[CH:22][CH:21]=2)[CH:5]=[C:6]([C:8]2[C:9]([C:14]3[CH:19]=[CH:18][CH:17]=[CH:16][CH:15]=3)=[N:10][O:11][C:12]=2[CH3:13])[N:7]=1.[F:29][C:30]1[CH:37]=[CH:36][C:33]([CH2:34][OH:35])=[CH:32][CH:31]=1, predict the reaction product. The product is: [F:29][C:30]1[CH:37]=[CH:36][C:33]([CH2:34][O:35][CH2:2][C:3]2[N:4]([C:20]3[CH:25]=[CH:24][C:23]([N+:26]([O-:28])=[O:27])=[CH:22][CH:21]=3)[CH:5]=[C:6]([C:8]3[C:9]([C:14]4[CH:19]=[CH:18][CH:17]=[CH:16][CH:15]=4)=[N:10][O:11][C:12]=3[CH3:13])[N:7]=2)=[CH:32][CH:31]=1. (5) Given the reactants [C:1]1([CH3:13])[CH:6]=[CH:5][C:4]([CH2:7][C:8]([O:10][CH2:11][CH3:12])=[O:9])=[CH:3][CH:2]=1.[Cl:14][S:15](O)(=[O:17])=[O:16], predict the reaction product. The product is: [CH2:11]([O:10][C:8](=[O:9])[CH2:7][C:4]1[CH:3]=[CH:2][C:1]([CH3:13])=[C:6]([S:15]([Cl:14])(=[O:17])=[O:16])[CH:5]=1)[CH3:12]. (6) Given the reactants [CH2:1]([C:3]1[CH:12]=[C:11]2[C:6]([C:7](=[O:19])[N:8]([NH:14][S:15]([CH3:18])(=[O:17])=[O:16])[C:9](=[O:13])[NH:10]2)=[CH:5][C:4]=1[C:20]1[N:21]([CH3:25])[N:22]=[CH:23][CH:24]=1)[CH3:2].Cl[C:27]([O:29][CH3:30])=[O:28], predict the reaction product. The product is: [CH3:30][O:29][C:27](=[O:28])[N:14]([S:15]([CH3:18])(=[O:16])=[O:17])[N:8]1[C:7](=[O:19])[C:6]2[C:11](=[CH:12][C:3]([CH2:1][CH3:2])=[C:4]([C:20]3[N:21]([CH3:25])[N:22]=[CH:23][CH:24]=3)[CH:5]=2)[NH:10][C:9]1=[O:13].